From a dataset of Forward reaction prediction with 1.9M reactions from USPTO patents (1976-2016). Predict the product of the given reaction. (1) Given the reactants [Br:1][C:2]1[N:6]=[C:5](Br)[N:4]([CH2:8][C:9]([CH3:12])([OH:11])[CH3:10])[N:3]=1.Cl.[F:14][C:15]1([C:19]2[CH:24]=[CH:23][CH:22]=[CH:21][CH:20]=2)[CH2:18][NH:17][CH2:16]1.C(N(CC)C(C)C)(C)C, predict the reaction product. The product is: [Br:1][C:2]1[N:6]=[C:5]([N:17]2[CH2:16][C:15]([F:14])([C:19]3[CH:24]=[CH:23][CH:22]=[CH:21][CH:20]=3)[CH2:18]2)[N:4]([CH2:8][C:9]([CH3:12])([OH:11])[CH3:10])[N:3]=1. (2) Given the reactants C([O-])(=O)COCC([O-])=O.[Zn+2:10].[C:11]([OH:25])(=[O:24])[CH2:12][O:13][CH2:14][CH2:15][O:16][CH2:17][CH2:18][O:19][CH2:20][C:21]([OH:23])=[O:22].C(O)(=O)COCC(O)=O.O.[OH-].[Zn+2].[OH-], predict the reaction product. The product is: [C:21]([O-:23])(=[O:22])[CH2:20][O:19][CH2:18][CH2:17][O:16][CH2:15][CH2:14][O:13][CH2:12][C:11]([O-:25])=[O:24].[Zn+2:10].